From a dataset of Reaction yield outcomes from USPTO patents with 853,638 reactions. Predict the reaction yield, written as a fraction of the theoretical maximum amount of product (1.0 means a 100% yield; for example, 0.34 means a 34% yield). (1) The reactants are O(C)[Na].Cl.[NH2:5][OH:6].[NH2:7][C:8]1[CH:13]=[C:12]([Cl:14])[C:11]([C:15]([CH3:19])([CH3:18])[C:16]#[N:17])=[C:10]([Cl:20])[CH:9]=1. The catalyst is CO. The product is [NH2:7][C:8]1[CH:9]=[C:10]([Cl:20])[C:11]([C:15]([CH3:18])([CH3:19])[C:16](=[N:5][OH:6])[NH2:17])=[C:12]([Cl:14])[CH:13]=1. The yield is 0.260. (2) The reactants are [CH2:1]([O:3][C:4](=[O:15])[CH2:5][C:6]1[CH:11]=[CH:10][C:9]([NH:12][CH:13]=O)=[CH:8][CH:7]=1)[CH3:2]. The catalyst is C1COCC1. The product is [CH2:1]([O:3][C:4](=[O:15])[CH2:5][C:6]1[CH:11]=[CH:10][C:9]([NH:12][CH3:13])=[CH:8][CH:7]=1)[CH3:2]. The yield is 0.910. (3) The yield is 0.600. The reactants are [NH2:1][CH2:2][C@H:3]([CH3:31])[O:4][C:5]1[CH:14]=[CH:13][CH:12]=[C:11]2[C:6]=1[C:7]([NH:15][C:16]1[CH:21]=[CH:20][C:19]([O:22][CH2:23][C:24]3[CH:29]=[CH:28][CH:27]=[CH:26][N:25]=3)=[C:18]([Cl:30])[CH:17]=1)=[N:8][CH:9]=[N:10]2.[OH:32][C@H:33]1[CH2:38][CH2:37][O:36][C:34]1=[O:35]. The product is [Cl:30][C:18]1[CH:17]=[C:16]([NH:15][C:7]2[C:6]3[C:11](=[CH:12][CH:13]=[CH:14][C:5]=3[O:4][C@@H:3]([CH3:31])[CH2:2][NH:1][C:34](=[O:35])[C@@H:33]([OH:32])[CH2:38][CH2:37][OH:36])[N:10]=[CH:9][N:8]=2)[CH:21]=[CH:20][C:19]=1[O:22][CH2:23][C:24]1[CH:29]=[CH:28][CH:27]=[CH:26][N:25]=1. No catalyst specified.